From a dataset of Catalyst prediction with 721,799 reactions and 888 catalyst types from USPTO. Predict which catalyst facilitates the given reaction. (1) Reactant: CCN(CC)CC.[NH2:8][C@H:9]([CH3:17])[C:10]([O:12][C@H:13]([CH2:15][CH3:16])[CH3:14])=[O:11].[P:18](Cl)(Cl)([O:20][C:21]1[CH:26]=[CH:25][CH:24]=[CH:23][CH:22]=1)=[O:19].[F:29][C:30]1[C:35]([OH:36])=[C:34]([F:37])[C:33]([F:38])=[C:32]([F:39])[C:31]=1[F:40]. Product: [F:29][C:30]1[C:31]([F:40])=[C:32]([F:39])[C:33]([F:38])=[C:34]([F:37])[C:35]=1[O:36][P:18]([NH:8][C@@H:9]([CH3:17])[C:10]([O:12][C@@H:13]([CH2:15][CH3:16])[CH3:14])=[O:11])([O:20][C:21]1[CH:26]=[CH:25][CH:24]=[CH:23][CH:22]=1)=[O:19]. The catalyst class is: 2. (2) Reactant: [CH3:1][S-:2].[Na+].Cl[C:5]1[C:6]2[S:13][CH:12]=[CH:11][C:7]=2[N:8]=[CH:9][N:10]=1.O. Product: [CH3:1][S:2][C:5]1[C:6]2[S:13][CH:12]=[CH:11][C:7]=2[N:8]=[CH:9][N:10]=1. The catalyst class is: 3. (3) Reactant: [F:1][C:2]1[CH:7]=[CH:6][C:5]([C:8]([C:12]2[CH:17]=[CH:16][C:15]([F:18])=[CH:14][CH:13]=2)=[CH:9][C:10]#[N:11])=[CH:4][CH:3]=1. Product: [F:1][C:2]1[CH:7]=[CH:6][C:5]([CH:8]([C:12]2[CH:13]=[CH:14][C:15]([F:18])=[CH:16][CH:17]=2)[CH2:9][C:10]#[N:11])=[CH:4][CH:3]=1. The catalyst class is: 29. (4) Reactant: [CH2:1]([O:8][C:9](=[O:14])[CH2:10][C:11]([CH3:13])=[O:12])[C:2]1[CH:7]=[CH:6][CH:5]=[CH:4][CH:3]=1.[Br:15]Br.C(=O)([O-])[O-].[Na+].[Na+]. Product: [CH2:1]([O:8][C:9](=[O:14])[CH2:10][C:11]([CH2:13][Br:15])=[O:12])[C:2]1[CH:7]=[CH:6][CH:5]=[CH:4][CH:3]=1. The catalyst class is: 28. (5) Reactant: [Cl:1][C:2]1[CH:7]=[CH:6][CH:5]=[C:4]([Cl:8])[C:3]=1[N:9]=[C:10]=S.[CH2:12]([O:14][C:15](=[O:32])[C:16]([C:21]1[CH:26]=[CH:25][C:24]([NH2:27])=[C:23]([NH:28][CH3:29])[C:22]=1[C:30]#[N:31])([CH3:20])[C:17](=[O:19])[CH3:18])[CH3:13]. Product: [CH2:12]([O:14][C:15](=[O:32])[C:16]([C:21]1[CH:26]=[CH:25][C:24]2[N:27]=[C:10]([NH:9][C:3]3[C:2]([Cl:1])=[CH:7][CH:6]=[CH:5][C:4]=3[Cl:8])[N:28]([CH3:29])[C:23]=2[C:22]=1[C:30]#[N:31])([CH3:20])[C:17](=[O:19])[CH3:18])[CH3:13]. The catalyst class is: 1. (6) Reactant: F[C:2]1[CH:7]=[CH:6][CH:5]=[C:4]([F:8])[N:3]=1.[CH3:9][O:10][C:11]1[CH:18]=[CH:17][C:14]([CH2:15][NH2:16])=[CH:13][CH:12]=1.C(=O)([O-])[O-].[K+].[K+]. Product: [F:8][C:4]1[N:3]=[C:2]([NH:16][CH2:15][C:14]2[CH:17]=[CH:18][C:11]([O:10][CH3:9])=[CH:12][CH:13]=2)[CH:7]=[CH:6][CH:5]=1. The catalyst class is: 3. (7) Reactant: C[N:2]1[C:6]2[C:7]([Cl:13])=[CH:8][CH:9]=[C:10]([C:11]#N)[C:5]=2[N:4]([CH3:14])[C:3]1=[O:15].[CH2:16]([Mg]Br)[CH3:17].Cl.C(=O)([O-])[OH:22].[Na+]. Product: [Cl:13][C:7]1[C:6]2[NH:2][C:3](=[O:15])[N:4]([CH3:14])[C:5]=2[C:10]([C:11](=[O:22])[CH2:16][CH3:17])=[CH:9][CH:8]=1. The catalyst class is: 7. (8) Reactant: Br[C:2]1[CH:7]=[CH:6][C:5]([C:8]2([C:11]([O:13][CH3:14])=[O:12])[CH2:10][CH2:9]2)=[CH:4][CH:3]=1.[OH:15][C:16]1[CH:21]=[CH:20][C:19](B(O)O)=[CH:18][CH:17]=1.C(=O)([O-])[O-].[K+].[K+]. Product: [OH:15][C:16]1[CH:21]=[CH:20][C:19]([C:2]2[CH:7]=[CH:6][C:5]([C:8]3([C:11]([O:13][CH3:14])=[O:12])[CH2:10][CH2:9]3)=[CH:4][CH:3]=2)=[CH:18][CH:17]=1. The catalyst class is: 455. (9) Reactant: Cl[C:2]1[C:7]([O:8][CH3:9])=[CH:6][C:5]([N+:10]([O-:12])=[O:11])=[CH:4][N:3]=1.[OH-].[NH4+:14].C(O)C. Product: [NH2:14][C:2]1[C:7]([O:8][CH3:9])=[CH:6][C:5]([N+:10]([O-:12])=[O:11])=[CH:4][N:3]=1. The catalyst class is: 13. (10) Product: [C:15]([N:9]1[C:10]([C:11]([F:13])([F:14])[F:12])=[C:6]([C:4]([OH:5])=[O:3])[CH:7]=[N:8]1)([CH3:18])([CH3:16])[CH3:17]. The catalyst class is: 24. Reactant: C([O:3][C:4]([C:6]1[CH:7]=[N:8][N:9]([C:15]([CH3:18])([CH3:17])[CH3:16])[C:10]=1[C:11]([F:14])([F:13])[F:12])=[O:5])C.[Li+].[OH-].